This data is from Reaction yield outcomes from USPTO patents with 853,638 reactions. The task is: Predict the reaction yield, written as a fraction of the theoretical maximum amount of product (1.0 means a 100% yield; for example, 0.34 means a 34% yield). (1) The reactants are [N+:1]([C:4]1[CH:5]=[C:6]2[C:10](=[CH:11][CH:12]=1)[NH:9][C:8]([C:13]([O:15][CH2:16][CH3:17])=[O:14])=[C:7]2[C:18]1[CH:23]=[CH:22][CH:21]=[CH:20][CH:19]=1)([O-:3])=[O:2].[CH2:24](Br)[C:25]1[CH:30]=[CH:29][CH:28]=[CH:27][CH:26]=1.C([O-])([O-])=O.[Cs+].[Cs+]. The catalyst is C1COCC1. The product is [CH2:24]([N:9]1[C:10]2[C:6](=[CH:5][C:4]([N+:1]([O-:3])=[O:2])=[CH:12][CH:11]=2)[C:7]([C:18]2[CH:23]=[CH:22][CH:21]=[CH:20][CH:19]=2)=[C:8]1[C:13]([O:15][CH2:16][CH3:17])=[O:14])[C:25]1[CH:30]=[CH:29][CH:28]=[CH:27][CH:26]=1. The yield is 0.930. (2) The reactants are [Cl:1][C:2]1[CH:7]=[CH:6][CH:5]=[C:4]([Cl:8])[C:3]=1[NH:9][C:10]1[S:11][CH2:12][C:13](=[O:15])[N:14]=1.[NH:16]1[CH2:21][CH2:20][CH2:19][CH2:18][CH2:17]1.[CH2:22](O)[CH3:23]. No catalyst specified. The product is [CH:21]1([N:16]2[C:2]3[CH:7]=[C:22](/[CH:23]=[C:12]4/[C:13](=[O:15])[N:14]=[C:10]([NH:9][C:3]5[C:2]([Cl:1])=[CH:7][CH:6]=[CH:5][C:4]=5[Cl:8])[S:11]/4)[CH:5]=[CH:4][C:3]=3[N:9]=[CH:10]2)[CH2:20][CH2:19][CH2:18][CH2:17]1. The yield is 0.0300. (3) The reactants are [C:1]([O:4][C@@H:5]1[C@@H:10]([O:11][C:12](=[O:14])[CH3:13])[C@H:9]([O:15][C:16](=[O:18])[CH3:17])[C@@H:8]([CH2:19][O:20][C:21](=[O:23])[CH3:22])[O:7][C@@H:6]1Br)(=[O:3])[CH3:2].[CH3:25][S:26](=[S:29])([O-:28])=[O:27].[Na+].CN(C=O)C.[O-]S([O-])(=O)=O.[Na+].[Na+]. The catalyst is [Br-].C([N+](CCCC)(CCCC)CCCC)CCC.C1(C)C=CC=CC=1. The product is [CH3:25][S:26](=[S:29])([O:28][C@@H:6]1[O:7][C@H:8]([CH2:19][O:20][C:21](=[O:23])[CH3:22])[C@@H:9]([O:15][C:16](=[O:18])[CH3:17])[C@H:10]([O:11][C:12](=[O:14])[CH3:13])[C@H:5]1[O:4][C:1](=[O:3])[CH3:2])=[O:27]. The yield is 0.750. (4) The catalyst is CN(C=O)C. The product is [CH3:33][N:30]1[CH:31]=[CH:32][C:28]([NH:27][C:21]([C:12]2[CH:11]=[C:10]([O:9][C:8]3[CH:24]=[CH:25][C:5]([C:3](=[O:4])[N:2]([CH3:1])[CH3:26])=[CH:6][CH:7]=3)[C:15]3[CH2:16][C:17]([CH3:19])([CH3:20])[O:18][C:14]=3[CH:13]=2)=[O:23])=[N:29]1. The yield is 0.840. The reactants are [CH3:1][N:2]([CH3:26])[C:3]([C:5]1[CH:25]=[CH:24][C:8]([O:9][C:10]2[C:15]3[CH2:16][C:17]([CH3:20])([CH3:19])[O:18][C:14]=3[CH:13]=[C:12]([C:21]([OH:23])=O)[CH:11]=2)=[CH:7][CH:6]=1)=[O:4].[NH2:27][C:28]1[CH:32]=[CH:31][N:30]([CH3:33])[N:29]=1.C(N(CC)CC)C.CN(C(ON1N=NC2C=CC=NC1=2)=[N+](C)C)C.F[P-](F)(F)(F)(F)F. (5) The reactants are [F:1][C:2]1[C:7]2[N:8]=[N:9][N:10]([CH2:13][C:14]([OH:16])=O)[C:11](=[O:12])[C:6]=2[CH:5]=[C:4]([CH3:17])[CH:3]=1.[C:18]1([CH3:27])[CH:23]=[CH:22][C:21]([C@@H:24]([NH2:26])[CH3:25])=[CH:20][CH:19]=1. No catalyst specified. The product is [F:1][C:2]1[C:7]2[N:8]=[N:9][N:10]([CH2:13][C:14]([NH:26][C@H:24]([C:21]3[CH:22]=[CH:23][C:18]([CH3:27])=[CH:19][CH:20]=3)[CH3:25])=[O:16])[C:11](=[O:12])[C:6]=2[CH:5]=[C:4]([CH3:17])[CH:3]=1. The yield is 0.570. (6) The reactants are C([SiH2][O:6][C:7](C)(C)[C:8]1[CH:13]=[CH:12][C:11]([C:14]#[C:15][C:16]2[CH:21]=[CH:20][C:19]([CH2:22][C:23]([O:25][CH3:26])=[O:24])=[CH:18][CH:17]=2)=[CH:10][C:9]=1[CH:27]([CH3:29])[CH3:28])(C)(C)C.[F-].C([N+](CCCC)(CCCC)CCCC)CCC. The catalyst is C1COCC1. The product is [OH:6][CH2:7][C:8]1[CH:13]=[CH:12][C:11]([C:14]#[C:15][C:16]2[CH:21]=[CH:20][C:19]([CH2:22][C:23]([O:25][CH3:26])=[O:24])=[CH:18][CH:17]=2)=[CH:10][C:9]=1[CH:27]([CH3:29])[CH3:28]. The yield is 0.850. (7) The reactants are [Cl:1][C:2]1[CH:19]=[C:18]([Cl:20])[CH:17]=[CH:16][C:3]=1[CH2:4][N:5]1[C:9]([CH3:10])=[CH:8][CH:7]=[C:6]1/[CH:11]=[CH:12]/[C:13]([OH:15])=O.C(N1C=CN=C1)(N1C=CN=C1)=O.[CH2:33]([S:38]([NH2:41])(=[O:40])=[O:39])[CH2:34][CH2:35][CH2:36][CH3:37].N12CCCN=C1CCCCC2.Cl. The catalyst is CN(C)C=O. The product is [Cl:1][C:2]1[CH:19]=[C:18]([Cl:20])[CH:17]=[CH:16][C:3]=1[CH2:4][N:5]1[C:9]([CH3:10])=[CH:8][CH:7]=[C:6]1/[CH:11]=[CH:12]/[C:13]([NH:41][S:38]([CH2:33][CH2:34][CH2:35][CH2:36][CH3:37])(=[O:40])=[O:39])=[O:15]. The yield is 0.640. (8) The reactants are [CH2:1]([O:3][C:4](=[O:22])[CH2:5][NH:6][CH2:7][CH2:8][NH:9][S:10]([C:13]1[S:14][C:15]2[CH:21]=[CH:20][CH:19]=[CH:18][C:16]=2[N:17]=1)(=[O:12])=[O:11])[CH3:2].[CH:23]([O:36][C:37]([NH:39][C:40]1[NH:41][C:42](=[O:53])[C:43]2[N:44]=[CH:45][N:46]([CH2:49][C:50](O)=[O:51])[C:47]=2[N:48]=1)=[O:38])([C:30]1[CH:35]=[CH:34][CH:33]=[CH:32][CH:31]=1)[C:24]1[CH:29]=[CH:28][CH:27]=[CH:26][CH:25]=1. No catalyst specified. The product is [CH2:1]([O:3][C:4](=[O:22])[CH2:5][N:6]([CH2:7][CH2:8][NH:9][S:10]([C:13]1[S:14][C:15]2[CH:21]=[CH:20][CH:19]=[CH:18][C:16]=2[N:17]=1)(=[O:12])=[O:11])[C:50](=[O:51])[CH2:49][N:46]1[CH:45]=[N:44][C:43]2[C:42](=[O:53])[NH:41][C:40]([NH:39][C:37]([O:36][CH:23]([C:30]3[CH:35]=[CH:34][CH:33]=[CH:32][CH:31]=3)[C:24]3[CH:29]=[CH:28][CH:27]=[CH:26][CH:25]=3)=[O:38])=[N:48][C:47]1=2)[CH3:2]. The yield is 0.700.